From a dataset of Reaction yield outcomes from USPTO patents with 853,638 reactions. Predict the reaction yield, written as a fraction of the theoretical maximum amount of product (1.0 means a 100% yield; for example, 0.34 means a 34% yield). (1) The reactants are S(Cl)(Cl)=O.[Cl:5][CH2:6][CH2:7][CH2:8][O:9][C:10]1[CH:23]=[CH:22][C:13]([C:14]([NH:16][C:17]([CH3:21])([CH3:20])[CH2:18][OH:19])=O)=[CH:12][CH:11]=1.O.C(=O)([O-])[O-].[K+].[K+]. The catalyst is ClCCl. The product is [Cl:5][CH2:6][CH2:7][CH2:8][O:9][C:10]1[CH:23]=[CH:22][C:13]([C:14]2[O:19][CH2:18][C:17]([CH3:21])([CH3:20])[N:16]=2)=[CH:12][CH:11]=1. The yield is 0.990. (2) The reactants are [C:1]([O:5][C:6]([NH:8][CH:9]1[CH2:12][NH:11][CH2:10]1)=[O:7])([CH3:4])([CH3:3])[CH3:2].I[C:14]1[CH:15]=[C:16]([CH:22]=[CH:23][CH:24]=1)[C:17]([O:19][CH2:20][CH3:21])=[O:18].N1CCC[C@H]1C(O)=O.C(=O)([O-])[O-].[K+].[K+]. The catalyst is CS(C)=O.C(OCC)(=O)C.[Cu]I. The product is [C:1]([O:5][C:6]([NH:8][CH:9]1[CH2:10][N:11]([C:14]2[CH:15]=[C:16]([CH:22]=[CH:23][CH:24]=2)[C:17]([O:19][CH2:20][CH3:21])=[O:18])[CH2:12]1)=[O:7])([CH3:4])([CH3:2])[CH3:3]. The yield is 0.570. (3) The reactants are F[C:2]1[CH:3]=[C:4]2[C:8](=[CH:9][CH:10]=1)[NH:7][CH:6]=[CH:5]2.O. The yield is 0.640. The product is [CH:9]1[C:8]2[NH:7][C:6]3[C:5](=[CH:3][CH:2]=[CH:10][CH:9]=3)[C:4]=2[CH:3]=[CH:2][CH:10]=1. The catalyst is CC(C)=O.